Dataset: Catalyst prediction with 721,799 reactions and 888 catalyst types from USPTO. Task: Predict which catalyst facilitates the given reaction. (1) Reactant: [C:1]([N:8]1[CH2:16][CH2:15][CH:11]([C:12]([OH:14])=O)[CH2:10][CH2:9]1)([O:3][C:4]([CH3:7])([CH3:6])[CH3:5])=[O:2].CN(C(ON1N=NC2C=CC=NC1=2)=[N+](C)C)C.F[P-](F)(F)(F)(F)F.CCN(C(C)C)C(C)C.[C:50]([N:60]1[CH2:65][CH2:64][NH:63][CH2:62][CH2:61]1)([O:52][CH2:53][C:54]1[CH:59]=[CH:58][CH:57]=[CH:56][CH:55]=1)=[O:51]. Product: [CH2:53]([O:52][C:50]([N:60]1[CH2:65][CH2:64][N:63]([C:12]([CH:11]2[CH2:10][CH2:9][N:8]([C:1]([O:3][C:4]([CH3:5])([CH3:6])[CH3:7])=[O:2])[CH2:16][CH2:15]2)=[O:14])[CH2:62][CH2:61]1)=[O:51])[C:54]1[CH:59]=[CH:58][CH:57]=[CH:56][CH:55]=1. The catalyst class is: 794. (2) Reactant: [OH-].[Na+].CO.[CH:5]1([CH2:11][N:12]2[C:17](=[O:18])[C:16]([C:19]([O:21]CC)=[O:20])=[CH:15][C:14]3[CH2:24][S:25][CH2:26][CH2:27][C:13]2=3)[CH2:10][CH2:9][CH2:8][CH2:7][CH2:6]1.Cl. Product: [CH:5]1([CH2:11][N:12]2[C:17](=[O:18])[C:16]([C:19]([OH:21])=[O:20])=[CH:15][C:14]3[CH2:24][S:25][CH2:26][CH2:27][C:13]2=3)[CH2:6][CH2:7][CH2:8][CH2:9][CH2:10]1. The catalyst class is: 6. (3) Reactant: [CH2:1]([O:3][C:4]1[CH:9]=[CH:8][CH:7]=[CH:6][C:5]=1[O:10][CH2:11][CH3:12])[CH3:2].[C:13]1(=[O:19])[O:18][C:16](=[O:17])[CH2:15][CH2:14]1.[Cl-].[Al+3].[Cl-].[Cl-].Cl. Product: [CH2:11]([O:10][C:5]1[CH:6]=[C:7]([C:13](=[O:19])[CH2:14][CH2:15][C:16]([OH:18])=[O:17])[CH:8]=[CH:9][C:4]=1[O:3][CH2:1][CH3:2])[CH3:12]. The catalyst class is: 4.